This data is from Reaction yield outcomes from USPTO patents with 853,638 reactions. The task is: Predict the reaction yield, written as a fraction of the theoretical maximum amount of product (1.0 means a 100% yield; for example, 0.34 means a 34% yield). (1) The reactants are CCN(C(C)C)C(C)C.Cl[C:11]1[CH:12]=[CH:13][C:14]2[N:15]([C:17]([C:20]([F:23])([F:22])[F:21])=[N:18][N:19]=2)[N:16]=1.[NH:24]1[CH2:29][CH2:28][CH:27]([C:30]2[CH:35]=[CH:34][C:33]([OH:36])=[CH:32][CH:31]=2)[CH2:26][CH2:25]1. The catalyst is CN(C=O)C. The product is [F:21][C:20]([F:23])([F:22])[C:17]1[N:15]2[N:16]=[C:11]([N:24]3[CH2:29][CH2:28][CH:27]([C:30]4[CH:31]=[CH:32][C:33]([OH:36])=[CH:34][CH:35]=4)[CH2:26][CH2:25]3)[CH:12]=[CH:13][C:14]2=[N:19][N:18]=1. The yield is 0.910. (2) The reactants are Cl[C:2]([O:4][CH2:5][CH3:6])=[O:3].C1O[C:10]2([CH2:19][CH2:18][C:13]3([NH:17][CH2:16][CH2:15][CH2:14]3)[CH2:12][CH2:11]2)[O:9]C1.C(N(CC)CC)C. The catalyst is CN(C)C1C=CN=CC=1.ClCCl. The product is [N:17]1([C:2]([O:4][CH2:5][CH3:6])=[O:3])[C:13]2([CH2:18][CH2:19][C:10](=[O:9])[CH2:11][CH2:12]2)[CH2:14][CH2:15][CH2:16]1. The yield is 0.687. (3) The reactants are [CH3:1][O:2][C:3]([C:5]1[CH:13]=[C:12]2[C:8]([CH:9]=[CH:10][N:11]2[CH2:14][CH3:15])=[CH:7][CH:6]=1)=[O:4].O=P(Cl)(Cl)Cl.[OH-].[Na+].CN([CH:26]=[O:27])C. No catalyst specified. The product is [CH3:1][O:2][C:3]([C:5]1[CH:13]=[C:12]2[C:8]([C:9]([CH:26]=[O:27])=[CH:10][N:11]2[CH2:14][CH3:15])=[CH:7][CH:6]=1)=[O:4]. The yield is 0.960. (4) The reactants are Br[C:2]1[CH:7]=[C:6]([F:8])[CH:5]=[CH:4][C:3]=1[O:9][CH2:10][CH:11]1[CH2:13][CH2:12]1.[Li]CCCC.C([O:22][B:23]1OC(C)(C)C(C)(C)[O:24]1)(C)C. The catalyst is O1CCCC1. The product is [CH:11]1([CH2:10][O:9][C:3]2[CH:4]=[CH:5][C:6]([F:8])=[CH:7][C:2]=2[B:23]([OH:24])[OH:22])[CH2:13][CH2:12]1. The yield is 0.200. (5) The reactants are CC1(C)[O:7][CH2:6][CH:5]([CH2:8][CH2:9][N:10]2[CH:15]=[CH:14][C:13](=[O:16])[NH:12][C:11]2=[O:17])[CH2:4][O:3]1.C(=O)([O-])[O-].[K+].[K+]. The catalyst is Cl. The product is [OH:3][CH2:4][CH:5]([CH2:6][OH:7])[CH2:8][CH2:9][N:10]1[CH:15]=[CH:14][C:13](=[O:16])[NH:12][C:11]1=[O:17]. The yield is 0.880. (6) The reactants are [Cl:1][C:2]1[CH:3]=[C:4]([CH:9]=[CH:10][CH:11]=1)[C:5]([O:7]O)=[O:6].[NH:12]1[C:16]2=[N:17][CH:18]=[CH:19][CH:20]=[C:15]2[CH:14]=[CH:13]1. The catalyst is COCCOC.CCCCCCC. The product is [Cl:1][C:2]1[CH:3]=[C:4]([CH:9]=[CH:10][CH:11]=1)[C:5]([OH:7])=[O:6].[NH:12]1[C:16]2=[N+:17]([O-:6])[CH:18]=[CH:19][CH:20]=[C:15]2[CH:14]=[CH:13]1. The yield is 0.970.